Dataset: Reaction yield outcomes from USPTO patents with 853,638 reactions. Task: Predict the reaction yield, written as a fraction of the theoretical maximum amount of product (1.0 means a 100% yield; for example, 0.34 means a 34% yield). (1) The reactants are CS(C)=O.[CH3:5][C:6]1[CH:7]=[CH:8][C:9]([O:12][CH2:13][C:14]2[CH:19]=[CH:18][C:17](/[CH:20]=[CH:21]/[N+:22]([O-:24])=[O:23])=[CH:16][CH:15]=2)=[N:10][CH:11]=1.C(O)(=O)C.[BH4-].[Na+]. The product is [CH3:5][C:6]1[CH:7]=[CH:8][C:9]([O:12][CH2:13][C:14]2[CH:19]=[CH:18][C:17]([CH2:20][CH2:21][N+:22]([O-:24])=[O:23])=[CH:16][CH:15]=2)=[N:10][CH:11]=1. The yield is 0.543. The catalyst is O. (2) The catalyst is O1CCOCC1.O.C1C=CC(P(C2C=CC=CC=2)[C-]2C=CC=C2)=CC=1.C1C=CC(P(C2C=CC=CC=2)[C-]2C=CC=C2)=CC=1.Cl[Pd]Cl.[Fe+2].ClCCl. The product is [C:43]([O:42][C:40]([N:38]1[CH2:37][C:36]([C:33]2[S:34][CH:35]=[C:31]([C:15]3[C:6]([O:5][CH:1]4[CH2:4][CH2:3][CH2:2]4)=[C:7]4[C:12](=[CH:13][CH:14]=3)[N:11]([C:25]([O:27][CH3:28])=[O:26])[C@@H:10]([CH3:29])[CH2:9][CH2:8]4)[N:32]=2)([OH:47])[CH2:39]1)=[O:41])([CH3:46])([CH3:44])[CH3:45]. The reactants are [CH:1]1([O:5][C:6]2[C:15](B3OC(C)(C)C(C)(C)O3)=[CH:14][CH:13]=[C:12]3[C:7]=2[CH2:8][CH2:9][C@H:10]([CH3:29])[N:11]3[C:25]([O:27][CH3:28])=[O:26])[CH2:4][CH2:3][CH2:2]1.Br[C:31]1[N:32]=[C:33]([C:36]2([OH:47])[CH2:39][N:38]([C:40]([O:42][C:43]([CH3:46])([CH3:45])[CH3:44])=[O:41])[CH2:37]2)[S:34][CH:35]=1.C(=O)([O-])[O-].[Na+].[Na+]. The yield is 0.690. (3) The reactants are BrB(Br)Br.[F:5][C:6]1[CH:7]=[C:8]([CH2:15][C:16]([OH:18])=[O:17])[CH:9]=[C:10]([F:14])[C:11]=1[O:12]C.[CH3:19]O. The catalyst is ClCCl. The product is [F:5][C:6]1[CH:7]=[C:8]([CH2:15][C:16]([O:18][CH3:19])=[O:17])[CH:9]=[C:10]([F:14])[C:11]=1[OH:12]. The yield is 0.790. (4) The reactants are C(N(CC)C(C)C)(C)C.[F:10][C:11]1[CH:19]=[C:18]2[C:14]([C:15]([C:21]3[N:22]=[C:23]4[C:29]([C:30](O)=[O:31])=[CH:28][N:27]([CH2:33][O:34][CH2:35][CH2:36][Si:37]([CH3:40])([CH3:39])[CH3:38])[C:24]4=[N:25][CH:26]=3)=[N:16][N:17]2[CH3:20])=[CH:13][CH:12]=1.CN(C(ON1N=NC2C=CC=NC1=2)=[N+](C)C)C.F[P-](F)(F)(F)(F)F.FC(F)(F)C(O)=O.[NH2:72][C@H:73]([CH2:81][CH2:82][CH3:83])[C:74]([N:76]1[CH2:79][CH:78]([F:80])[CH2:77]1)=[O:75]. The catalyst is CN(C=O)C. The product is [F:80][CH:78]1[CH2:77][N:76]([C:74]([C@H:73]([NH:72][C:30]([C:29]2[C:23]3[C:24](=[N:25][CH:26]=[C:21]([C:15]4[C:14]5[C:18](=[CH:19][C:11]([F:10])=[CH:12][CH:13]=5)[N:17]([CH3:20])[N:16]=4)[N:22]=3)[N:27]([CH2:33][O:34][CH2:35][CH2:36][Si:37]([CH3:40])([CH3:38])[CH3:39])[CH:28]=2)=[O:31])[CH2:81][CH2:82][CH3:83])=[O:75])[CH2:79]1. The yield is 0.860. (5) The reactants are O[C@H]1CN([C:7]([O:9][CH2:10][C:11]2[CH:16]=[CH:15][CH:14]=[CH:13][CH:12]=2)=O)[C@H](C(OC)=O)C1.[H-].[Na+].C(Br)[C:24]1[CH:29]=[CH:28][CH:27]=[CH:26][CH:25]=1. The catalyst is C1COCC1.[I-].C([N+](CCCC)(CCCC)CCCC)CCC.C(OCC)(=O)C. The product is [CH2:10]([O:9][CH2:7][C:24]1[CH:29]=[CH:28][CH:27]=[CH:26][CH:25]=1)[C:11]1[CH:12]=[CH:13][CH:14]=[CH:15][CH:16]=1. The yield is 0.480. (6) The reactants are P(Cl)(Cl)([Cl:3])=O.[CH3:6][O:7][C:8]1[N:13]=[CH:12][C:11]([C:14]2[C:23]3[C:18](=[CH:19][CH:20]=[CH:21][CH:22]=3)[C:17](=O)[NH:16][N:15]=2)=[CH:10][CH:9]=1. The catalyst is N1C=CC=CC=1. The product is [Cl:3][C:17]1[C:18]2[C:23](=[CH:22][CH:21]=[CH:20][CH:19]=2)[C:14]([C:11]2[CH:12]=[N:13][C:8]([O:7][CH3:6])=[CH:9][CH:10]=2)=[N:15][N:16]=1. The yield is 0.550. (7) The reactants are C(O[C:6](=[O:28])[NH:7][C@@H:8]([CH2:21][C:22]1[CH:27]=[CH:26][CH:25]=[CH:24][CH:23]=1)[CH:9]([C:11](=[O:20])[NH:12][CH2:13][C:14]1[CH:19]=[CH:18][CH:17]=[CH:16][CH:15]=1)[OH:10])(C)(C)C.FC(F)(F)C(O)=O.[NH:36]1[C:44]2[C:39](=[CH:40][CH:41]=[CH:42][CH:43]=2)[C:38]([CH2:45][C@H:46]([NH:50][C:51](=[O:64])[C@@H:52]([NH:54][C:55](=[O:63])[CH2:56][N:57]2[CH2:62][CH2:61][O:60][CH2:59][CH2:58]2)[CH3:53])C(O)=O)=[CH:37]1.C(N(CC)C(C)C)(C)C.CN(C(ON1N=NC2C=CC=NC1=2)=[N+](C)C)C.F[P-](F)(F)(F)(F)F. The catalyst is ClCCl. The product is [CH2:13]([NH:12][C:11](=[O:20])[C@@H:9]([OH:10])[CH:8]([NH:7][C:6](=[O:28])[C@@H:46]([NH:50][C:51](=[O:64])[C@@H:52]([NH:54][C:55](=[O:63])[CH2:56][N:57]1[CH2:62][CH2:61][O:60][CH2:59][CH2:58]1)[CH3:53])[CH2:45][C:38]1[C:39]2[C:44](=[CH:43][CH:42]=[CH:41][CH:40]=2)[NH:36][CH:37]=1)[CH2:21][C:22]1[CH:23]=[CH:24][CH:25]=[CH:26][CH:27]=1)[C:14]1[CH:15]=[CH:16][CH:17]=[CH:18][CH:19]=1. The yield is 0.720.